The task is: Predict the product of the given reaction.. This data is from Forward reaction prediction with 1.9M reactions from USPTO patents (1976-2016). (1) Given the reactants C([Li])CCC.[F:6][C:7]1[CH:12]=[CH:11][C:10]([C:13]2([CH3:26])[C:22](=[O:23])[C:21]3[C:16](=[CH:17][C:18]([O:24][CH3:25])=[CH:19][CH:20]=3)[S:15][CH2:14]2)=[CH:9][CH:8]=1.CCCCCC.C(OCC)(=O)C, predict the reaction product. The product is: [F:6][C:7]1[CH:8]=[CH:9][C:10]([C:13]2([CH3:26])[CH:22]([OH:23])[C:21]3[C:16](=[CH:17][C:18]([O:24][CH3:25])=[CH:19][CH:20]=3)[S:15][CH2:14]2)=[CH:11][CH:12]=1. (2) Given the reactants Br[CH2:2][C:3]([O:5][CH2:6][CH3:7])=[O:4].[NH:8]1[C:12]2[CH:13]=[CH:14][CH:15]=[CH:16][C:11]=2[N:10]=[C:9]1[O:17][C:18]1[CH:23]=[CH:22][C:21]([N:24]2[C:28]3=[N:29][CH:30]=[CH:31][CH:32]=[C:27]3[N:26]([CH2:33][CH3:34])[C:25]2=[O:35])=[CH:20][CH:19]=1.[H-].[Na+].[Cl-].[Cl-].[Ca+2], predict the reaction product. The product is: [CH2:33]([N:26]1[C:27]2[C:28](=[N:29][CH:30]=[CH:31][CH:32]=2)[N:24]([C:21]2[CH:20]=[CH:19][C:18]([O:17][C:9]3[N:8]([CH2:2][C:3]([O:5][CH2:6][CH3:7])=[O:4])[C:12]4[CH:13]=[CH:14][CH:15]=[CH:16][C:11]=4[N:10]=3)=[CH:23][CH:22]=2)[C:25]1=[O:35])[CH3:34]. (3) The product is: [CH2:1]([O:3][C:4]([C:6]1[S:10][C:9]2[CH:11]=[CH:12][C:13]([I:22])=[CH:14][C:8]=2[CH:7]=1)=[O:5])[CH3:2]. Given the reactants [CH2:1]([O:3][C:4]([C:6]1[S:10][C:9]2[CH:11]=[CH:12][C:13](N)=[CH:14][C:8]=2[CH:7]=1)=[O:5])[CH3:2].Cl.N([O-])=O.[Na+].[Na+].[I-:22], predict the reaction product. (4) Given the reactants [NH2:1][C:2]1[CH:3]=[C:4]2[C:20](=[O:21])[NH:19][N:18]=[CH:17][C:6]3=[C:7]([C:11]4[CH:16]=[CH:15][CH:14]=[CH:13][CH:12]=4)[NH:8][C:9]([CH:10]=1)=[C:5]23.[F:22][C:23]([F:34])([F:33])[C:24]1[CH:25]=[C:26]([CH:30]=[CH:31][CH:32]=1)[C:27](O)=[O:28].C(N(CC)CC)C.F[P-](F)(F)(F)(F)F.N1(OC(N(C)C)=[N+](C)C)C2N=CC=CC=2N=N1, predict the reaction product. The product is: [O:21]=[C:20]1[C:4]2[C:5]3[C:6](=[C:7]([C:11]4[CH:12]=[CH:13][CH:14]=[CH:15][CH:16]=4)[NH:8][C:9]=3[CH:10]=[C:2]([NH:1][C:27](=[O:28])[C:26]3[CH:30]=[CH:31][CH:32]=[C:24]([C:23]([F:22])([F:33])[F:34])[CH:25]=3)[CH:3]=2)[CH:17]=[N:18][NH:19]1. (5) Given the reactants [F:1][C:2]([F:8])([F:7])[S:3]([O-:6])(=[O:5])=[O:4].[Cl:9][C:10]1[CH:11]=[C:12]([N+:20]([CH3:23])([CH3:22])[CH3:21])[CH:13]=[CH:14][C:15]=1[C:16]([O:18]C)=[O:17].FC(F)(F)C(O)=O, predict the reaction product. The product is: [F:1][C:2]([F:8])([F:7])[S:3]([O-:6])(=[O:5])=[O:4].[C:16]([C:15]1[CH:14]=[CH:13][C:12]([N+:20]([CH3:22])([CH3:21])[CH3:23])=[CH:11][C:10]=1[Cl:9])([OH:18])=[O:17]. (6) Given the reactants P(Br)(Br)[Br:2].O[CH:6]([C:8]1[O:9][C:10](=[O:26])[C:11]2[C:16]([C:17]=1[C:18]1[CH:19]=[N:20][C:21]([O:24][CH3:25])=[CH:22][CH:23]=1)=[CH:15][CH:14]=[CH:13][CH:12]=2)[CH3:7], predict the reaction product. The product is: [Br:2][CH:6]([C:8]1[O:9][C:10](=[O:26])[C:11]2[C:16]([C:17]=1[C:18]1[CH:19]=[N:20][C:21]([O:24][CH3:25])=[CH:22][CH:23]=1)=[CH:15][CH:14]=[CH:13][CH:12]=2)[CH3:7].